Dataset: Catalyst prediction with 721,799 reactions and 888 catalyst types from USPTO. Task: Predict which catalyst facilitates the given reaction. (1) Reactant: [CH2:1]([NH2:8])[C:2]1[CH:7]=[CH:6][CH:5]=[CH:4][CH:3]=1.C([O:12][C:13]1[CH:14]=[C:15]2[C:20](=[CH:21][C:22]=1[O:23][CH3:24])[N:19]=[CH:18][N:17]=[C:16]2Cl)(=O)C. Product: [CH2:1]([NH:8][C:16]1[C:15]2[C:20](=[CH:21][C:22]([O:23][CH3:24])=[C:13]([OH:12])[CH:14]=2)[N:19]=[CH:18][N:17]=1)[C:2]1[CH:7]=[CH:6][CH:5]=[CH:4][CH:3]=1. The catalyst class is: 41. (2) Reactant: [Br:1][C:2]1[CH:3]=[CH:4][C:5]([I:11])=[C:6]([CH:10]=1)[C:7]([OH:9])=O.CN(C=O)C.C(Cl)(=O)C(Cl)=O.[CH3:23][O:24][C:25]1[CH:26]=[C:27]([CH:30]=[CH:31][C:32]=1[O:33][CH3:34])[CH2:28][NH2:29]. Product: [Br:1][C:2]1[CH:3]=[CH:4][C:5]([I:11])=[C:6]([CH:10]=1)[C:7]([NH:29][CH2:28][C:27]1[CH:30]=[CH:31][C:32]([O:33][CH3:34])=[C:25]([O:24][CH3:23])[CH:26]=1)=[O:9]. The catalyst class is: 4. (3) Reactant: [CH2:1]([OH:4])[CH2:2][OH:3].[H-].[Na+].[Si:7](Cl)([C:10]([CH3:13])([CH3:12])[CH3:11])([CH3:9])[CH3:8].C([O-])([O-])=O.[Na+].[Na+]. Product: [C:10]([Si:7]([CH3:9])([CH3:8])[O:3][CH2:2][CH2:1][OH:4])([CH3:13])([CH3:12])[CH3:11]. The catalyst class is: 1. (4) Reactant: [Cl:1][C:2]1[CH:7]=[CH:6][C:5]([C:8]2[N:9]=[CH:10][N:11]([CH3:21])[C:12]=2[C:13]2[CH:18]=[CH:17][C:16]([Cl:19])=[CH:15][C:14]=2[Cl:20])=[CH:4][CH:3]=1.C([Li])CCC.Cl[C:28]([O:30][CH2:31][CH3:32])=[O:29]. Product: [Cl:1][C:2]1[CH:3]=[CH:4][C:5]([C:8]2[N:9]=[C:10]([C:28]([O:30][CH2:31][CH3:32])=[O:29])[N:11]([CH3:21])[C:12]=2[C:13]2[CH:18]=[CH:17][C:16]([Cl:19])=[CH:15][C:14]=2[Cl:20])=[CH:6][CH:7]=1. The catalyst class is: 1. (5) Reactant: [CH3:1][CH:2]([CH3:7])[CH2:3][C:4](=[S:6])[NH2:5].Br[CH2:9][C:10](=O)[C:11]([O:13][CH2:14][CH3:15])=[O:12]. Product: [CH2:3]([C:4]1[S:6][CH:9]=[C:10]([C:11]([O:13][CH2:14][CH3:15])=[O:12])[N:5]=1)[CH:2]([CH3:7])[CH3:1]. The catalyst class is: 8.